From a dataset of Peptide-MHC class II binding affinity with 134,281 pairs from IEDB. Regression. Given a peptide amino acid sequence and an MHC pseudo amino acid sequence, predict their binding affinity value. This is MHC class II binding data. (1) The peptide sequence is AFKVRATAANAAPAN. The MHC is DRB1_1001 with pseudo-sequence DRB1_1001. The binding affinity (normalized) is 0.813. (2) The peptide sequence is EVDQTKIQYVIRAQL. The MHC is DRB1_0301 with pseudo-sequence DRB1_0301. The binding affinity (normalized) is 0.786. (3) The peptide sequence is GECQIVDKIDAAFKI. The MHC is DRB4_0101 with pseudo-sequence DRB4_0103. The binding affinity (normalized) is 0.425. (4) The peptide sequence is LKGSETTVTERIFRE. The MHC is DRB1_0802 with pseudo-sequence DRB1_0802. The binding affinity (normalized) is 0.0521. (5) The peptide sequence is IIRSLPKSMVFTAQG. The MHC is DRB1_0101 with pseudo-sequence DRB1_0101. The binding affinity (normalized) is 0.616. (6) The peptide sequence is RYANPIAFFRKEPLK. The MHC is HLA-DQA10501-DQB10301 with pseudo-sequence HLA-DQA10501-DQB10301. The binding affinity (normalized) is 0.290.